Dataset: Full USPTO retrosynthesis dataset with 1.9M reactions from patents (1976-2016). Task: Predict the reactants needed to synthesize the given product. Given the product [CH2:1]([C:3]1[C:11]2[C:6](=[N:7][C:8]([C:19]#[N:20])=[CH:9][CH:10]=2)[N:5]([CH:13]2[CH2:18][CH2:17][O:16][CH2:15][CH2:14]2)[N:4]=1)[CH3:2], predict the reactants needed to synthesize it. The reactants are: [CH2:1]([C:3]1[C:11]2[C:6](=[N:7][C:8](F)=[CH:9][CH:10]=2)[N:5]([CH:13]2[CH2:18][CH2:17][O:16][CH2:15][CH2:14]2)[N:4]=1)[CH3:2].[C-:19]#[N:20].[Na+].